Dataset: Drug-target binding data from BindingDB using IC50 measurements. Task: Regression. Given a target protein amino acid sequence and a drug SMILES string, predict the binding affinity score between them. We predict pIC50 (pIC50 = -log10(IC50 in M); higher means more potent). Dataset: bindingdb_ic50. (1) The drug is NC1=N[C@](CF)(c2cc(Oc3cnccn3)ccc2F)C[C@@H](C(F)(F)F)O1. The target protein (P56817) has sequence MAQALPWLLLWMGAGVLPAHGTQHGIRLPLRSGLGGAPLGLRLPRETDEEPEEPGRRGSFVEMVDNLRGKSGQGYYVEMTVGSPPQTLNILVDTGSSNFAVGAAPHPFLHRYYQRQLSSTYRDLRKGVYVPYTQGKWEGELGTDLVSIPHGPNVTVRANIAAITESDKFFINGSNWEGILGLAYAEIARPDDSLEPFFDSLVKQTHVPNLFSLQLCGAGFPLNQSEVLASVGGSMIIGGIDHSLYTGSLWYTPIRREWYYEVIIVRVEINGQDLKMDCKEYNYDKSIVDSGTTNLRLPKKVFEAAVKSIKAASSTEKFPDGFWLGEQLVCWQAGTTPWNIFPVISLYLMGEVTNQSFRITILPQQYLRPVEDVATSQDDCYKFAISQSSTGTVMGAVIMEGFYVVFDRARKRIGFAVSACHVHDEFRTAAVEGPFVTLDMEDCGYNIPQTDESTLMTIAYVMAAICALFMLPLCLMVCQWRCLRCLRQQHDDFADDISLL.... The pIC50 is 5.8. (2) The small molecule is CCCCCCCCCCNCc1cn(CCCN(C)C)c2ccccc12. The target protein (P39052) has sequence MGNRGMEELIPLVNKLQDAFSSIGQSCHLDLPQIAVVGGQSAGKSSVLENFVGRDFLPRGSGIVTRRPLILQLIFSKTEYAEFLHCKSKKFTDFDEVRQEIEAETDRVTGTNKGISPVPINLRVYSPHVLNLTLIDLPGITKVPVGDQPPDIEYQIKDMILQFISRESSLILAVTPANMDLANSDALKLAKEVDPQGLRTIGVITKLDLMDEGTDARDVLENKLLPLRRGYIGVVNRSQKDIEGRKDIRAALAAERKFFLSHPAYRHMADRMGTPHLQKTLNQQLTNHIRESLPTLRSKLQSQLLSLEKEVEEYKNFRPDDPTRKTKALLQMVQQFGVDFEKRIEGSGDQVDTLELSGGARINRIFHERFPFELVKMEFDEKDLRREISYAIKNIHGVRTGLFTPDLAFEAIVKKQVVKLKEPCLKCVDLVIQELISTVRQCTSKLSSYPRLREETERIVTTYIREREGRTKDQILLLIDIEQSYINTNHEDFIGFANAQ.... The pIC50 is 5.3.